Dataset: Catalyst prediction with 721,799 reactions and 888 catalyst types from USPTO. Task: Predict which catalyst facilitates the given reaction. (1) Reactant: F[C:2]1[CH:7]=[CH:6][C:5]([O:8][CH2:9][CH2:10][CH2:11][O:12][CH:13]2[CH2:18][CH2:17][CH2:16][CH2:15][O:14]2)=[CH:4][N:3]=1.CC(C)([O-])C.[K+].CN(C)C(=O)C.[CH3:31][N:32]1[CH:36]=[CH:35][C:34]([NH:37][C:38]2[C:47]3[C:42](=[CH:43][CH:44]=[C:45]([OH:48])[CH:46]=3)[N:41]=[CH:40][N:39]=2)=[N:33]1. Product: [CH3:31][N:32]1[CH:36]=[CH:35][C:34]([NH:37][C:38]2[C:47]3[C:42](=[CH:43][CH:44]=[C:45]([O:48][C:2]4[CH:7]=[CH:6][C:5]([O:8][CH2:9][CH2:10][CH2:11][O:12][CH:13]5[CH2:18][CH2:17][CH2:16][CH2:15][O:14]5)=[CH:4][N:3]=4)[CH:46]=3)[N:41]=[CH:40][N:39]=2)=[N:33]1. The catalyst class is: 6. (2) Reactant: C([Li])CCC.[CH:6]([NH:9]C(C)C)(C)C.[Br:13][C:14]1[N:19]=[C:18](CC#N)[CH:17]=[CH:16][CH:15]=1.[CH3:23]I.C(O[CH2:29][CH3:30])(=O)C. Product: [Br:13][C:14]1[N:19]=[C:18]([C:29]([CH3:30])([CH3:23])[C:6]#[N:9])[CH:17]=[CH:16][CH:15]=1. The catalyst class is: 20. (3) Product: [Cl:7][C:8]1[CH:13]=[CH:12][C:11]([C:14]2[S:18][C:17]([C:19]([N:50]([O:51][CH3:52])[CH3:49])=[O:20])=[C:16]([C:22]3[CH:23]=[CH:24][C:25]([S:28](=[O:30])(=[O:31])[N:29]=[CH:39][N:37]([CH3:36])[CH3:38])=[CH:26][CH:27]=3)[C:15]=2[CH2:32][N:33]([CH3:35])[CH3:34])=[CH:10][CH:9]=1. The catalyst class is: 4. Reactant: C(Cl)(=O)C(Cl)=O.[Cl:7][C:8]1[CH:13]=[CH:12][C:11]([C:14]2[S:18][C:17]([C:19](O)=[O:20])=[C:16]([C:22]3[CH:27]=[CH:26][C:25]([S:28](=[O:31])(=[O:30])[NH2:29])=[CH:24][CH:23]=3)[C:15]=2[CH2:32][N:33]([CH3:35])[CH3:34])=[CH:10][CH:9]=1.[CH3:36][N:37]([CH:39]=O)[CH3:38].C(N(CC)CC)C.Cl.[CH3:49][NH:50][O:51][CH3:52]. (4) Reactant: [Br:1][C:2]1[CH:3]=[C:4]([N:8]2[C:12]3[C:13](=[O:16])[CH2:14][CH2:15][C:11]=3[C:10]([C:17]([O:19][CH2:20][CH3:21])=[O:18])=[N:9]2)[CH:5]=[CH:6][CH:7]=1.[BH4-].[Na+]. Product: [Br:1][C:2]1[CH:3]=[C:4]([N:8]2[C:12]3[CH:13]([OH:16])[CH2:14][CH2:15][C:11]=3[C:10]([C:17]([O:19][CH2:20][CH3:21])=[O:18])=[N:9]2)[CH:5]=[CH:6][CH:7]=1. The catalyst class is: 162. (5) Reactant: C([Li])(C)(C)C.Br[C:7]1[CH:12]=[CH:11][N:10]=[C:9]([O:13][CH2:14][CH2:15][CH2:16][F:17])[CH:8]=1.[Br:18][C:19]1[CH:20]=[C:21]([C:25]([C:33]2[C:34]([C:39]#[N:40])=[N:35][CH:36]=[CH:37][CH:38]=2)=[N:26]S(C(C)(C)C)=O)[CH:22]=[CH:23][CH:24]=1.Cl. Product: [Br:18][C:19]1[CH:20]=[C:21]([C:25]2([C:7]3[CH:12]=[CH:11][N:10]=[C:9]([O:13][CH2:14][CH2:15][CH2:16][F:17])[CH:8]=3)[C:33]3[C:34](=[N:35][CH:36]=[CH:37][CH:38]=3)[C:39]([NH2:40])=[N:26]2)[CH:22]=[CH:23][CH:24]=1. The catalyst class is: 1. (6) Reactant: [OH:1][C:2]1[CH:7]=[CH:6][C:5]([N:8]2[C:13](=[O:14])[C:12]([CH2:15][C:16]3[CH:21]=[CH:20][C:19]([C:22]4[C:23]([C:28]#[N:29])=[CH:24][CH:25]=[CH:26][CH:27]=4)=[CH:18][CH:17]=3)=[C:11]([CH2:30][CH2:31][CH3:32])[N:10]=[C:9]2[CH3:33])=[CH:4][CH:3]=1.[Si]([O:41][CH:42]1[CH2:47][CH2:46][CH:45](O)[CH2:44][C:43]1([CH3:50])[CH3:49])(C(C)(C)C)(C)C.C1(P(C2C=CC=CC=2)C2C=CC=CC=2)C=CC=CC=1.[N:71]([C:72]([O:74]C(C)C)=[O:73])=[N:71][C:72]([O:74]C(C)C)=[O:73]. Product: [OH:41][CH:42]1[CH2:47][CH2:46][CH:45]([O:1][C:2]2[CH:3]=[CH:4][C:5]([N:8]3[C:13](=[O:14])[C:12]([CH2:15][C:16]4[CH:21]=[CH:20][C:19]([C:22]5[CH:27]=[CH:26][CH:25]=[CH:24][C:23]=5[C:28]5[NH:71][C:72](=[O:73])[O:74][N:29]=5)=[CH:18][CH:17]=4)=[C:11]([CH2:30][CH2:31][CH3:32])[N:10]=[C:9]3[CH3:33])=[CH:6][CH:7]=2)[CH2:44][C:43]1([CH3:49])[CH3:50]. The catalyst class is: 253. (7) Product: [ClH:1].[NH2:2][CH2:3][C:4]1[CH:5]=[CH:6][C:7]([C:10]2[C:11]([C:16]([NH2:17])=[O:18])=[CH:12][CH:13]=[CH:14][CH:15]=2)=[CH:8][CH:9]=1. The catalyst class is: 232. Reactant: [ClH:1].[NH2:2][CH2:3][C:4]1[CH:9]=[CH:8][C:7]([C:10]2[CH:15]=[CH:14][CH:13]=[CH:12][C:11]=2[C:16]#[N:17])=[CH:6][CH:5]=1.[OH-:18].[NH4+].[OH-].[K+].